Dataset: Reaction yield outcomes from USPTO patents with 853,638 reactions. Task: Predict the reaction yield, written as a fraction of the theoretical maximum amount of product (1.0 means a 100% yield; for example, 0.34 means a 34% yield). (1) The reactants are CS(Cl)(=O)=O.O[CH2:7][CH2:8][N:9]([C:23]([C:25]1[NH:29][C:28]([CH3:30])=[N:27][CH:26]=1)=[O:24])[CH:10]1[CH2:15][CH2:14][N:13]([C:16]([O:18][C:19]([CH3:22])([CH3:21])[CH3:20])=[O:17])[CH2:12][CH2:11]1.C(N(CC)CC)C.C(Cl)(Cl)Cl. The catalyst is C1COCC1.O. The product is [CH3:30][C:28]1[N:29]2[CH2:7][CH2:8][N:9]([CH:10]3[CH2:11][CH2:12][N:13]([C:16]([O:18][C:19]([CH3:22])([CH3:20])[CH3:21])=[O:17])[CH2:14][CH2:15]3)[C:23](=[O:24])[C:25]2=[CH:26][N:27]=1. The yield is 0.440. (2) The reactants are O1CCOCC1.[C:7]([O:11][C:12]([N:14]1[CH2:18][CH2:17][CH2:16][C@H:15]1[C:19]1[NH:20][C:21]([C:24]2[CH:29]=[CH:28][C:27](Br)=[CH:26][CH:25]=2)=[CH:22][N:23]=1)=[O:13])([CH3:10])([CH3:9])[CH3:8].[B:31]1([B:31]2[O:35][C:34]([CH3:37])([CH3:36])[C:33]([CH3:39])([CH3:38])[O:32]2)[O:35][C:34]([CH3:37])([CH3:36])[C:33]([CH3:39])([CH3:38])[O:32]1.C([O-])(=O)C.[K+]. The catalyst is C(OCC)(=O)C.C1C=CC([P]([Pd]([P](C2C=CC=CC=2)(C2C=CC=CC=2)C2C=CC=CC=2)([P](C2C=CC=CC=2)(C2C=CC=CC=2)C2C=CC=CC=2)[P](C2C=CC=CC=2)(C2C=CC=CC=2)C2C=CC=CC=2)(C2C=CC=CC=2)C2C=CC=CC=2)=CC=1. The product is [C:7]([O:11][C:12]([N:14]1[CH2:18][CH2:17][CH2:16][C@H:15]1[C:19]1[NH:20][C:21]([C:24]2[CH:29]=[CH:28][C:27]([B:31]3[O:35][C:34]([CH3:37])([CH3:36])[C:33]([CH3:39])([CH3:38])[O:32]3)=[CH:26][CH:25]=2)=[CH:22][N:23]=1)=[O:13])([CH3:10])([CH3:9])[CH3:8]. The yield is 0.760.